Dataset: Catalyst prediction with 721,799 reactions and 888 catalyst types from USPTO. Task: Predict which catalyst facilitates the given reaction. (1) Product: [CH2:38]([C:40]1[O:41][C:42]2[CH:48]=[CH:47][C:46]([NH:49][CH2:1][C@H:3]3[NH:8][CH2:7][CH2:6][N:5]([C:28]([O:30][CH2:31][C:32]4[CH:33]=[CH:34][CH:35]=[CH:36][CH:37]=4)=[O:29])[CH2:4]3)=[CH:45][C:43]=2[N:44]=1)[CH3:39]. The catalyst class is: 478. Reactant: [CH:1]([C@H:3]1[N:8](C(C2C=CC=CC=2)(C2C=CC=CC=2)C2C=CC=CC=2)[CH2:7][CH2:6][N:5]([C:28]([O:30][CH2:31][C:32]2[CH:37]=[CH:36][CH:35]=[CH:34][CH:33]=2)=[O:29])[CH2:4]1)=O.[CH2:38]([C:40]1[O:41][C:42]2[CH:48]=[CH:47][C:46]([NH2:49])=[CH:45][C:43]=2[N:44]=1)[CH3:39].C(O[BH-](OC(=O)C)OC(=O)C)(=O)C.[Na+].C(OCC)(=O)C.Cl.C(=O)([O-])O.[Na+]. (2) Reactant: [C:1]([O:5][C:6]([N:8]1[CH2:11][C:10]2([CH2:14][N:13](C(C3C=CC=CC=3)C)[CH2:12]2)[CH2:9]1)=[O:7])([CH3:4])([CH3:3])[CH3:2].C([O-])=O.[NH4+]. Product: [C:1]([O:5][C:6]([N:8]1[CH2:11][C:10]2([CH2:12][NH:13][CH2:14]2)[CH2:9]1)=[O:7])([CH3:4])([CH3:2])[CH3:3]. The catalyst class is: 43.